This data is from Forward reaction prediction with 1.9M reactions from USPTO patents (1976-2016). The task is: Predict the product of the given reaction. (1) Given the reactants [CH3:1][N:2]([CH2:13][C:14]#[CH:15])[C@H:3]([CH3:12])[C@@H:4]([C:6]1[CH:11]=[CH:10][CH:9]=[CH:8][CH:7]=1)O.C1COCC1.S([Cl:25])(C)(=O)=O.C([O-])([O-])=O.[Na+].[Na+], predict the reaction product. The product is: [Cl:25][C@@H:4]([C:6]1[CH:11]=[CH:10][CH:9]=[CH:8][CH:7]=1)[C@H:3]([N:2]([CH3:1])[CH2:13][C:14]#[CH:15])[CH3:12]. (2) Given the reactants [O:1]1CCCO[CH:2]1[CH2:7][CH2:8][CH:9]1[CH2:14][CH2:13][N:12]([C:15]2[CH:45]=[CH:44][C:18]([C:19]([NH:21][S:22]([C:25]3[CH:30]=[CH:29][C:28]([NH:31][CH2:32][CH2:33][S:34][C:35]4[CH:40]=[CH:39][CH:38]=[CH:37][CH:36]=4)=[C:27]([N+:41]([O-:43])=[O:42])[CH:26]=3)(=[O:24])=[O:23])=[O:20])=[CH:17][CH:16]=2)[CH2:11][CH2:10]1.C(O)(C(F)(F)F)=O, predict the reaction product. The product is: [N+:41]([C:27]1[CH:26]=[C:25]([S:22]([NH:21][C:19](=[O:20])[C:18]2[CH:44]=[CH:45][C:15]([N:12]3[CH2:11][CH2:10][CH:9]([CH2:8][CH2:7][CH:2]=[O:1])[CH2:14][CH2:13]3)=[CH:16][CH:17]=2)(=[O:24])=[O:23])[CH:30]=[CH:29][C:28]=1[NH:31][CH2:32][CH2:33][S:34][C:35]1[CH:36]=[CH:37][CH:38]=[CH:39][CH:40]=1)([O-:43])=[O:42]. (3) Given the reactants [CH2:1]([NH:8][CH2:9][C:10]1[C:11]([NH:18][CH:19]2[CH2:23][CH2:22][CH2:21][CH2:20]2)=[N:12][C:13]([S:16][CH3:17])=[N:14][CH:15]=1)[C:2]1[CH:7]=[CH:6][CH:5]=[CH:4][CH:3]=1.C(N(CC)CC)C.Cl[C:32](Cl)([O:34]C(=O)OC(Cl)(Cl)Cl)Cl, predict the reaction product. The product is: [CH2:1]([N:8]1[CH2:9][C:10]2[C:11](=[N:12][C:13]([S:16][CH3:17])=[N:14][CH:15]=2)[N:18]([CH:19]2[CH2:23][CH2:22][CH2:21][CH2:20]2)[C:32]1=[O:34])[C:2]1[CH:3]=[CH:4][CH:5]=[CH:6][CH:7]=1. (4) Given the reactants [Cl-].[F:2][C:3]([F:29])([F:28])[C:4]1[CH:5]=[C:6]([CH:21]=[C:22]([C:24]([F:27])([F:26])[F:25])[CH:23]=1)[CH2:7][N+:8]1[C:12]2[CH:13]=[CH:14][CH:15]=[CH:16][C:11]=2[N:10]2[C:17]([CH3:20])=[CH:18][S:19][C:9]=12.[CH3:30][O-:31].[Na+], predict the reaction product. The product is: [F:26][C:24]([F:25])([F:27])[C:22]1[CH:21]=[C:6]([CH:5]=[C:4]([C:3]([F:29])([F:28])[F:2])[CH:23]=1)[CH2:7][N:8]1[C:12]2[CH:13]=[CH:14][CH:15]=[CH:16][C:11]=2[N:10](/[C:17](/[CH3:20])=[CH:18]\[S:19][CH3:9])[C:30]1=[O:31]. (5) Given the reactants [Br:1][C:2]1[CH:7]=[CH:6][C:5]([C:8]2[C:16]3[C:15]([Cl:17])=[N:14][CH:13]=[N:12][C:11]=3[S:10][CH:9]=2)=[C:4]([CH3:18])[C:3]=1[Cl:19].C(=O)=O.CC(C)=O.[Li+].CC([N-]C(C)C)C.[I:35]I, predict the reaction product. The product is: [Br:1][C:2]1[CH:7]=[CH:6][C:5]([C:8]2[C:16]3[C:15]([Cl:17])=[N:14][CH:13]=[N:12][C:11]=3[S:10][C:9]=2[I:35])=[C:4]([CH3:18])[C:3]=1[Cl:19]. (6) Given the reactants [CH2:1]([C:3]([C:22]1[CH:27]=[CH:26][C:25]([OH:28])=[C:24]([CH3:29])[CH:23]=1)([C:6]1[CH:11]=[CH:10][C:9](/[C:12](/[CH3:20])=[CH:13]/[C:14]([CH2:18][CH3:19])([OH:17])[CH2:15][CH3:16])=[C:8]([CH3:21])[CH:7]=1)[CH2:4][CH3:5])[CH3:2].C([O-])([O-])=O.[K+].[K+].C1(C)C=CC(S(O[CH2:46][C@@H:47]2[CH2:51][O:50][C:49]([CH3:53])([CH3:52])[O:48]2)(=O)=O)=CC=1.C([O-])(O)=O.[Na+], predict the reaction product. The product is: [CH3:52][C:49]1([CH3:53])[O:48][C@H:47]([CH2:46][O:28][C:25]2[CH:26]=[CH:27][C:22]([C:3]([C:6]3[CH:11]=[CH:10][C:9](/[C:12](/[CH3:20])=[CH:13]/[C:14]([CH2:15][CH3:16])([OH:17])[CH2:18][CH3:19])=[C:8]([CH3:21])[CH:7]=3)([CH2:4][CH3:5])[CH2:1][CH3:2])=[CH:23][C:24]=2[CH3:29])[CH2:51][O:50]1. (7) Given the reactants [C:1]([O:5][C:6]([N:8]1[CH2:13][CH2:12][CH:11]([NH:14][C@H:15]([C:18]2[CH:23]=[CH:22][CH:21]=[CH:20][CH:19]=2)[CH2:16][OH:17])[CH2:10][CH2:9]1)=[O:7])([CH3:4])([CH3:3])[CH3:2].[CH2:24]([O:26][C:27](=[O:32])[CH2:28][N:29]=[C:30]=[O:31])[CH3:25], predict the reaction product. The product is: [C:1]([O:5][C:6]([N:8]1[CH2:9][CH2:10][CH:11]([N:14]([CH:15]([C:18]2[CH:19]=[CH:20][CH:21]=[CH:22][CH:23]=2)[CH2:16][OH:17])[C:30]([NH:29][CH2:28][C:27]([O:26][CH2:24][CH3:25])=[O:32])=[O:31])[CH2:12][CH2:13]1)=[O:7])([CH3:4])([CH3:2])[CH3:3]. (8) Given the reactants F[C:2]1[N:7]=[CH:6][C:5]([C:8]2([OH:35])[CH2:13][CH2:12][CH:11]([N:14]3[CH2:17][CH:16]([NH:18][C:19]([CH2:21][NH:22][C:23](=[O:34])[C:24]4[CH:29]=[CH:28][CH:27]=[C:26]([C:30]([F:33])([F:32])[F:31])[CH:25]=4)=[O:20])[CH2:15]3)[CH2:10][CH2:9]2)=[CH:4][CH:3]=1.[C:36]([CH2:40][OH:41])([F:39])([F:38])[F:37], predict the reaction product. The product is: [OH:35][C:8]1([C:5]2[CH:6]=[N:7][C:2]([O:41][CH2:40][C:36]([F:39])([F:38])[F:37])=[CH:3][CH:4]=2)[CH2:13][CH2:12][CH:11]([N:14]2[CH2:15][CH:16]([NH:18][C:19]([CH2:21][NH:22][C:23](=[O:34])[C:24]3[CH:29]=[CH:28][CH:27]=[C:26]([C:30]([F:32])([F:31])[F:33])[CH:25]=3)=[O:20])[CH2:17]2)[CH2:10][CH2:9]1.